From a dataset of Forward reaction prediction with 1.9M reactions from USPTO patents (1976-2016). Predict the product of the given reaction. (1) The product is: [Cl:27][C:28]1[N:33]=[CH:32][C:31]([S:34]([N:21]2[CH2:20][CH2:19][C:16]3([C:15](=[O:24])[N:14]([C:11]4[CH:12]=[CH:13][C:8]([O:7][C:6]([F:5])([F:25])[F:26])=[CH:9][CH:10]=4)[CH2:18][CH2:17]3)[CH2:23][CH2:22]2)(=[O:36])=[O:35])=[CH:30][CH:29]=1. Given the reactants C(O)(=O)C.[F:5][C:6]([F:26])([F:25])[O:7][C:8]1[CH:13]=[CH:12][C:11]([N:14]2[CH2:18][CH2:17][C:16]3([CH2:23][CH2:22][NH:21][CH2:20][CH2:19]3)[C:15]2=[O:24])=[CH:10][CH:9]=1.[Cl:27][C:28]1[N:33]=[CH:32][C:31]([S:34](Cl)(=[O:36])=[O:35])=[CH:30][CH:29]=1, predict the reaction product. (2) Given the reactants [F:1][C:2]1[CH:3]=[CH:4][C:5]2[O:10][CH2:9][C:8](=[O:11])[N:7]([CH2:12][C@H:13]([CH3:16])[CH2:14]I)[C:6]=2[CH:17]=1.[CH2:18]([CH:23]1[CH2:29][CH:28]2[NH:30][CH:25]([CH2:26][CH2:27]2)[CH2:24]1)[CH2:19][CH2:20][CH2:21][CH3:22], predict the reaction product. The product is: [F:1][C:2]1[CH:3]=[CH:4][C:5]2[O:10][CH2:9][C:8](=[O:11])[N:7]([CH2:12][C@H:13]([CH3:16])[CH2:14][N:30]3[CH:25]4[CH2:26][CH2:27][CH:28]3[CH2:29][CH:23]([CH2:18][CH2:19][CH2:20][CH2:21][CH3:22])[CH2:24]4)[C:6]=2[CH:17]=1. (3) The product is: [CH3:5][O:6][C:7]1[C:12]([N+:1]([O-:4])=[O:2])=[CH:11][CH:10]=[CH:9][C:8]=1[OH:13]. Given the reactants [N+:1]([O-:4])(O)=[O:2].[CH3:5][O:6][C:7]1[CH:12]=[CH:11][CH:10]=[CH:9][C:8]=1[OH:13], predict the reaction product.